This data is from Reaction yield outcomes from USPTO patents with 853,638 reactions. The task is: Predict the reaction yield, written as a fraction of the theoretical maximum amount of product (1.0 means a 100% yield; for example, 0.34 means a 34% yield). The reactants are C([O:8][C:9]1[CH:14]=[CH:13][CH:12]=[CH:11][C:10]=1[NH:15][C:16](=[O:24])[C:17]1[CH:22]=[CH:21][N:20]=[CH:19][C:18]=1[F:23])C1C=CC=CC=1. The catalyst is Br.CC(O)=O.O.C(=O)(O)[O-].[Na+]. The product is [F:23][C:18]1[CH:19]=[N:20][CH:21]=[CH:22][C:17]=1[C:16]([NH:15][C:10]1[CH:11]=[CH:12][CH:13]=[CH:14][C:9]=1[OH:8])=[O:24]. The yield is 0.750.